The task is: Predict the reaction yield, written as a fraction of the theoretical maximum amount of product (1.0 means a 100% yield; for example, 0.34 means a 34% yield).. This data is from Reaction yield outcomes from USPTO patents with 853,638 reactions. (1) The reactants are Cl[C:2]1[C:3](=[CH:21][N:22]([CH3:24])[CH3:23])[O:4][C:5]2[CH:11]=[CH:10][C:9]([CH2:12][CH2:13][C:14]3[CH:19]=[CH:18][CH:17]=[C:16]([F:20])[CH:15]=3)=[CH:8][C:6]=2[N:7]=1.[C:25]([O:29][C:30](=[O:45])[NH:31][CH2:32][CH2:33][CH2:34][N:35]1[CH2:40][CH2:39][CH:38]([NH:41][C:42]([NH2:44])=[O:43])[CH2:37][CH2:36]1)([CH3:28])([CH3:27])[CH3:26].C(=O)([O-])[O-].[Cs+].[Cs+]. The catalyst is O1CCOCC1.C([O-])(=O)C.[Pd+2].C([O-])(=O)C.C1(P(C2C=CC=CC=2)C2C3OC4C(=CC=CC=4P(C4C=CC=CC=4)C4C=CC=CC=4)C(C)(C)C=3C=CC=2)C=CC=CC=1. The product is [C:25]([O:29][C:30](=[O:45])[NH:31][CH2:32][CH2:33][CH2:34][N:35]1[CH2:36][CH2:37][CH:38]([NH:41][C:42]([NH:44][C:2]2[C:3](=[CH:21][N:22]([CH3:24])[CH3:23])[O:4][C:5]3[CH:11]=[CH:10][C:9]([CH2:12][CH2:13][C:14]4[CH:19]=[CH:18][CH:17]=[C:16]([F:20])[CH:15]=4)=[CH:8][C:6]=3[N:7]=2)=[O:43])[CH2:39][CH2:40]1)([CH3:28])([CH3:26])[CH3:27]. The yield is 0.360. (2) The reactants are [CH3:1][O:2][C:3]1[CH:8]=[C:7]([N+:9]([O-])=O)[CH:6]=[CH:5][C:4]=1[C:12]1[O:13][C:14]([C:17]2[C:18]([C:23]3[CH:28]=[CH:27][CH:26]=[CH:25][CH:24]=3)=[N:19][O:20][C:21]=2[CH3:22])=[N:15][N:16]=1.Cl.C(=O)([O-])[O-].[Na+].[Na+].C(OCC)(=O)C. The catalyst is C(O)C.[Fe]. The product is [CH3:1][O:2][C:3]1[CH:8]=[C:7]([NH2:9])[CH:6]=[CH:5][C:4]=1[C:12]1[O:13][C:14]([C:17]2[C:18]([C:23]3[CH:24]=[CH:25][CH:26]=[CH:27][CH:28]=3)=[N:19][O:20][C:21]=2[CH3:22])=[N:15][N:16]=1. The yield is 0.430. (3) The reactants are [Cl:1][C:2]1[CH:3]=[C:4]([CH:7]=[C:8]([C:10]([F:13])([F:12])[F:11])[CH:9]=1)[CH:5]=[O:6].[CH3:14][Mg]Br. The catalyst is C1COCC1. The product is [Cl:1][C:2]1[CH:3]=[C:4]([CH:5]([OH:6])[CH3:14])[CH:7]=[C:8]([C:10]([F:11])([F:12])[F:13])[CH:9]=1. The yield is 0.940. (4) The reactants are [C:1](=[O:4])(O)[O-].[Na+].O.[Br:7][C:8]1[CH:13]=[CH:12][C:11]([C@@H:14]([NH2:16])[CH3:15])=[CH:10][CH:9]=1.ClC(Cl)(OC(=O)OC(Cl)(Cl)Cl)Cl. The catalyst is ClCCl. The product is [Br:7][C:8]1[CH:13]=[CH:12][C:11]([C@@H:14]([N:16]=[C:1]=[O:4])[CH3:15])=[CH:10][CH:9]=1. The yield is 0.794. (5) The reactants are [CH2:1]([O:3][C:4](=[O:32])[CH:5]([C:10]1[CH:11]=[C:12]([C:22]2[CH:27]=[CH:26][C:25]([C:28]([F:31])([F:30])[F:29])=[CH:24][CH:23]=2)[CH:13]=[C:14]([CH:16]2[CH2:21][CH2:20][CH2:19][NH:18][CH2:17]2)[CH:15]=1)[CH2:6][CH:7]([CH3:9])[CH3:8])[CH3:2].C(N([CH:39]([CH3:41])[CH3:40])CC)(C)C. The catalyst is CC#N.CCOC(C)=O. The product is [CH2:1]([O:3][C:4](=[O:32])[CH:5]([C:10]1[CH:11]=[C:12]([C:22]2[CH:23]=[CH:24][C:25]([C:28]([F:29])([F:30])[F:31])=[CH:26][CH:27]=2)[CH:13]=[C:14]([CH:16]2[CH2:21][CH2:20][CH2:19][N:18]([CH:5]([C:40]3[CH:39]=[CH:41][CH:8]=[CH:7][CH:6]=3)[C:10]3[CH:11]=[CH:12][CH:13]=[CH:14][CH:15]=3)[CH2:17]2)[CH:15]=1)[CH2:6][CH:7]([CH3:9])[CH3:8])[CH3:2]. The yield is 0.490. (6) The product is [NH2:24][C@@H:6]([CH2:5][C:4]1[CH:3]=[C:2]([F:1])[CH:34]=[C:33]([F:35])[CH:32]=1)[C@H:7]([OH:23])[CH2:8][NH:9][CH:10]1[C:19]2[C:14](=[CH:15][CH:16]=[C:17]([CH2:20][CH3:21])[CH:18]=2)[N:13]([CH3:22])[CH2:12][CH2:11]1. The catalyst is CO.CCOCC. The yield is 0.780. The reactants are [F:1][C:2]1[CH:3]=[C:4]([CH:32]=[C:33]([F:35])[CH:34]=1)[CH2:5][C@H:6]([NH:24]C(=O)OC(C)(C)C)[C@H:7]([OH:23])[CH2:8][NH:9][CH:10]1[C:19]2[C:14](=[CH:15][CH:16]=[C:17]([CH2:20][CH3:21])[CH:18]=2)[N:13]([CH3:22])[CH2:12][CH2:11]1.Cl.